Dataset: Forward reaction prediction with 1.9M reactions from USPTO patents (1976-2016). Task: Predict the product of the given reaction. (1) Given the reactants C1(N2[C:12](=[O:13])[C:11]3[S:14][CH:15]=[C:16]([C:17]4[CH:22]=[CH:21][CH:20]=[CH:19][CH:18]=4)[C:10]=3[N:9]=[CH:8]2)C=CC=CC=1.NC1C(C2C=CC=CC=2[F:35])=CSC=1C(OC)=O.C(OCC)(OCC)OCC.[Cl:50][C:51]1[CH:57]=[CH:56][C:54]([NH2:55])=[CH:53][CH:52]=1, predict the reaction product. The product is: [Cl:50][C:51]1[CH:57]=[CH:56][C:54]([N:55]2[C:12](=[O:13])[C:11]3[S:14][CH:15]=[C:16]([C:17]4[CH:22]=[CH:21][CH:20]=[C:19]([F:35])[CH:18]=4)[C:10]=3[N:9]=[CH:8]2)=[CH:53][CH:52]=1. (2) Given the reactants S([C:5]1[CH:11]=[CH:10][C:8]([CH3:9])=[CH:7][CH:6]=1)([O-])(=O)=O.[CH2:12]([O:17][C:18](=[O:24])[CH:19]([NH2:23])[CH:20]([CH3:22])[CH3:21])[C:13]([CH3:16])([CH3:15])[CH3:14].[P:25](Cl)(Cl)(=[O:38])[O:26]OC1C=CC=C2C=1N=CC=C2.[CH2:41]([N:43](CC)CC)[CH3:42].[Cl:48]CCl, predict the reaction product. The product is: [Cl:48][C:41]1[CH:42]=[CH:9][C:8]2[C:7](=[C:6]([O:38][P:25](=[N:23][C@@H:19]([CH:20]([CH3:21])[CH3:22])[C:18]([O:17][CH2:12][C:13]([CH3:15])([CH3:16])[CH3:14])=[O:24])=[O:26])[CH:5]=[CH:11][CH:10]=2)[N:43]=1. (3) Given the reactants CC(C)([O-])C.[K+].[CH2:7]([NH:9][C:10]([C:12]1[C:17]([CH3:18])=[CH:16][C:15]([C:19]2[CH:24]=[CH:23][C:22]([OH:25])=[CH:21][CH:20]=2)=[CH:14][N:13]=1)=[O:11])[CH3:8].[F:26][C:27]([F:45])([F:44])[C:28]1[CH:43]=[CH:42][C:31]([CH2:32][N:33]2[CH2:36][CH:35](OS(C)(=O)=O)[CH2:34]2)=[CH:30][CH:29]=1, predict the reaction product. The product is: [CH2:7]([NH:9][C:10]([C:12]1[C:17]([CH3:18])=[CH:16][C:15]([C:19]2[CH:20]=[CH:21][C:22]([O:25][CH:35]3[CH2:34][N:33]([CH2:32][C:31]4[CH:42]=[CH:43][C:28]([C:27]([F:44])([F:45])[F:26])=[CH:29][CH:30]=4)[CH2:36]3)=[CH:23][CH:24]=2)=[CH:14][N:13]=1)=[O:11])[CH3:8]. (4) Given the reactants [Cl:1][C:2]1[N:6]([CH3:7])[N:5]=[C:4]([C:8]2[CH:13]=[CH:12][CH:11]=[CH:10][N:9]=2)[C:3]=1/[C:14](/[C:20]1[CH:25]=[CH:24][C:23]([Cl:26])=[CH:22][C:21]=1[CH3:27])=[CH:15]\[CH2:16][C:17]([O-:19])=[O:18].[CH3:28][C:29]([NH3+:32])([CH3:31])[CH3:30], predict the reaction product. The product is: [Cl:1][C:2]1[N:6]([CH3:7])[N:5]=[C:4]([C:8]2[CH:13]=[CH:12][CH:11]=[CH:10][N:9]=2)[C:3]=1[CH:14]([C:20]1[CH:25]=[CH:24][C:23]([Cl:26])=[CH:22][C:21]=1[CH3:27])[CH2:15][CH2:16][C:17]([O-:19])=[O:18].[CH3:28][C:29]([NH3+:32])([CH3:31])[CH3:30]. (5) Given the reactants [CH3:1][O:2][C:3]1[C:4]2[CH:11]=[C:10]([C:12]3[C:20]4[C:15](=[CH:16][CH:17]=[C:18]([O:21][CH3:22])[CH:19]=4)[NH:14][CH:13]=3)[N:9]([S:23]([C:26]3[CH:31]=[CH:30][C:29]([CH3:32])=[CH:28][CH:27]=3)(=[O:25])=[O:24])[C:5]=2[N:6]=[CH:7][N:8]=1.[H-].[Na+].[CH3:35]I, predict the reaction product. The product is: [CH3:1][O:2][C:3]1[C:4]2[CH:11]=[C:10]([C:12]3[C:20]4[C:15](=[CH:16][CH:17]=[C:18]([O:21][CH3:22])[CH:19]=4)[N:14]([CH3:35])[CH:13]=3)[N:9]([S:23]([C:26]3[CH:31]=[CH:30][C:29]([CH3:32])=[CH:28][CH:27]=3)(=[O:25])=[O:24])[C:5]=2[N:6]=[CH:7][N:8]=1.